From a dataset of Full USPTO retrosynthesis dataset with 1.9M reactions from patents (1976-2016). Predict the reactants needed to synthesize the given product. (1) Given the product [C@H:12]12[CH2:14][C@H:9]([NH:8][CH2:13]1)[CH2:10][N:11]2[C:15]1[C:24]2[C:19](=[CH:20][CH:21]=[CH:22][CH:23]=2)[N:18]=[C:17]([C:25]2[CH:30]=[CH:29][N:28]=[C:27]([NH:31][C@H:32]([C:34]3[CH:39]=[CH:38][CH:37]=[CH:36][CH:35]=3)[CH3:33])[CH:26]=2)[CH:16]=1, predict the reactants needed to synthesize it. The reactants are: C(OC([N:8]1[CH2:13][CH:12]2[CH2:14][CH:9]1[CH2:10][N:11]2[C:15]1[C:24]2[C:19](=[CH:20][CH:21]=[CH:22][CH:23]=2)[N:18]=[C:17]([C:25]2[CH:30]=[CH:29][N:28]=[C:27]([NH:31][CH:32]([C:34]3[CH:39]=[CH:38][CH:37]=[CH:36][CH:35]=3)[CH3:33])[CH:26]=2)[CH:16]=1)=O)(C)(C)C.CO.Cl. (2) Given the product [Br:18][C:7]1[CH:6]=[C:5]([CH:8]([CH2:14][CH:15]([CH3:16])[CH3:17])[C:9]([O:11][CH2:12][CH3:13])=[O:10])[CH:4]=[CH:3][C:2]=1[OH:1], predict the reactants needed to synthesize it. The reactants are: [OH:1][C:2]1[CH:7]=[CH:6][C:5]([CH:8]([CH2:14][CH:15]([CH3:17])[CH3:16])[C:9]([O:11][CH2:12][CH3:13])=[O:10])=[CH:4][CH:3]=1.[Br:18]Br.O.C(=O)([O-])[O-].[Na+].[Na+]. (3) The reactants are: [CH3:1][O:2][C:3]([C:5]1[C:14]2[O:13][CH2:12][CH:11]([C:15]3[CH:16]=[N:17][CH:18]=[C:19]([CH2:21]Br)[CH:20]=3)[O:10][C:9]=2[CH:8]=[CH:7][CH:6]=1)=[O:4].[CH3:23][S-:24].[Na+].C(=O)([O-])[O-].[K+].[K+]. Given the product [CH3:1][O:2][C:3]([C:5]1[C:14]2[O:13][CH2:12][CH:11]([C:15]3[CH:16]=[N:17][CH:18]=[C:19]([CH2:21][S:24][CH3:23])[CH:20]=3)[O:10][C:9]=2[CH:8]=[CH:7][CH:6]=1)=[O:4], predict the reactants needed to synthesize it. (4) Given the product [Br:1][C:2]1[CH:7]=[CH:6][C:5]([N:8]2[CH2:9][CH2:10][CH:11]([N:14]3[CH2:16][CH2:35][O:34][CH2:33][CH2:15]3)[CH2:12][CH2:13]2)=[CH:4][CH:3]=1, predict the reactants needed to synthesize it. The reactants are: [Br:1][C:2]1[CH:7]=[CH:6][C:5]([N:8]2[CH2:13][CH2:12][CH:11]([N:14]([CH3:16])[CH3:15])[CH2:10][CH2:9]2)=[CH:4][CH:3]=1.BrC1C=CC(N2CCC(=O)CC2)=CC=1.N1C[CH2:35][O:34][CH2:33]C1.